Dataset: Retrosynthesis with 50K atom-mapped reactions and 10 reaction types from USPTO. Task: Predict the reactants needed to synthesize the given product. (1) Given the product COC(=O)c1ccc2c(c1)CCN2C(=O)OC(C)(C)C, predict the reactants needed to synthesize it. The reactants are: CC(C)(C)OC(=O)OC(=O)OC(C)(C)C.COC(=O)c1ccc2c(c1)CCN2. (2) Given the product CCOc1ccc2ccc(OC(CC)C(=O)O)cc2c1, predict the reactants needed to synthesize it. The reactants are: CCOc1ccc2ccc(OC(CC)C(=O)OC)cc2c1. (3) Given the product COC(=O)CCc1cc(-c2ccc3c(c2)NC(=O)CO3)n(-c2ccc(F)cc2)n1, predict the reactants needed to synthesize it. The reactants are: COC(=O)/C=C/c1cc(-c2ccc3c(c2)NC(=O)CO3)n(-c2ccc(F)cc2)n1. (4) Given the product O=C1CCCc2c1ccn2Cc1cccc(Cl)c1, predict the reactants needed to synthesize it. The reactants are: Clc1cccc(CBr)c1.O=C1CCCc2[nH]ccc21. (5) Given the product COc1cc(-c2ccc(C3(C(=O)NS(C)(=O)=O)CC3)cc2)ccc1-c1onc(C)c1NC(=O)O[C@H](C)c1cccc(C(F)(F)F)c1, predict the reactants needed to synthesize it. The reactants are: CC1(C)OB(c2ccc(C3(C(=O)NS(C)(=O)=O)CC3)cc2)OC1(C)C.COc1cc(Br)ccc1-c1onc(C)c1NC(=O)O[C@H](C)c1cccc(C(F)(F)F)c1. (6) Given the product Nc1ccccc1Nc1ccc(CCO)cc1, predict the reactants needed to synthesize it. The reactants are: O=[N+]([O-])c1ccccc1Nc1ccc(CCO)cc1. (7) The reactants are: NS(=O)(=O)c1cc2cc(CCBr)ccc2s1.[N-]=[N+]=[N-]. Given the product [N-]=[N+]=NCCc1ccc2sc(S(N)(=O)=O)cc2c1, predict the reactants needed to synthesize it.